This data is from Catalyst prediction with 721,799 reactions and 888 catalyst types from USPTO. The task is: Predict which catalyst facilitates the given reaction. (1) Reactant: [N+:1]([C:4]1[CH:9]=[CH:8][C:7]([N:10]2[CH2:15][CH2:14][CH:13]([C:16]3[O:20][C:19](=[O:21])[NH:18][N:17]=3)[CH2:12][CH2:11]2)=[CH:6][CH:5]=1)([O-:3])=[O:2].[CH2:22](Br)[CH3:23].C([O-])([O-])=O.[K+].[K+]. Product: [CH2:22]([N:18]1[N:17]=[C:16]([CH:13]2[CH2:14][CH2:15][N:10]([C:7]3[CH:6]=[CH:5][C:4]([N+:1]([O-:3])=[O:2])=[CH:9][CH:8]=3)[CH2:11][CH2:12]2)[O:20][C:19]1=[O:21])[CH3:23]. The catalyst class is: 3. (2) Reactant: Cl[C:2]1[N:7]=[CH:6][C:5]([C:8]2[O:12][C:11]([C:13]([N:15]3[CH2:20][CH2:19][O:18][CH2:17][CH2:16]3)=[O:14])=[N:10][N:9]=2)=[C:4]([NH:21][CH:22]([CH3:24])[CH3:23])[CH:3]=1.[NH2:25][C:26]1[CH:34]=[CH:33][C:29]2[N:30]=[CH:31][S:32][C:28]=2[CH:27]=1.CC1(C)C2C(=C(P(C3C=CC=CC=3)C3C=CC=CC=3)C=CC=2)OC2C(P(C3C=CC=CC=3)C3C=CC=CC=3)=CC=CC1=2.C([O-])([O-])=O.[Na+].[Na+]. Product: [S:32]1[C:28]2[CH:27]=[C:26]([NH:25][C:2]3[N:7]=[CH:6][C:5]([C:8]4[O:12][C:11]([C:13]([N:15]5[CH2:20][CH2:19][O:18][CH2:17][CH2:16]5)=[O:14])=[N:10][N:9]=4)=[C:4]([NH:21][CH:22]([CH3:24])[CH3:23])[CH:3]=3)[CH:34]=[CH:33][C:29]=2[N:30]=[CH:31]1. The catalyst class is: 488. (3) The catalyst class is: 6. Reactant: C([O:4][CH:5]([C:23]1[CH:28]=[CH:27][C:26]([Cl:29])=[CH:25][CH:24]=1)[C:6]([NH:8][CH2:9][CH2:10][C:11]1[CH:16]=[CH:15][C:14]([O:17][CH2:18][C:19]#[CH:20])=[C:13]([O:21][CH3:22])[CH:12]=1)=[S:7])(=O)C.[OH-].[Na+].CO. Product: [Cl:29][C:26]1[CH:25]=[CH:24][C:23]([CH:5]([OH:4])[C:6]([NH:8][CH2:9][CH2:10][C:11]2[CH:16]=[CH:15][C:14]([O:17][CH2:18][C:19]#[CH:20])=[C:13]([O:21][CH3:22])[CH:12]=2)=[S:7])=[CH:28][CH:27]=1. (4) Reactant: C([O:4][C@@H:5]1[CH2:10][CH2:9][CH2:8][CH2:7][C@H:6]1[O:11][C:12]1[CH:17]=[CH:16][C:15]([Br:18])=[CH:14][CH:13]=1)(=O)C.O.[OH-].[Li+]. Product: [Br:18][C:15]1[CH:16]=[CH:17][C:12]([O:11][C@@H:6]2[CH2:7][CH2:8][CH2:9][CH2:10][C@H:5]2[OH:4])=[CH:13][CH:14]=1. The catalyst class is: 24. (5) Reactant: Cl[C:2]1[C:11]2[C:6](=[CH:7][C:8]([O:14][CH2:15][CH2:16][CH2:17][Cl:18])=[C:9]([O:12][CH3:13])[CH:10]=2)[N:5]=[CH:4][N:3]=1.[Cl:19][C:20]1[CH:28]=[C:27]([C:29]#[C:30][CH2:31][O:32][CH3:33])[C:23]2[O:24][CH2:25][O:26][C:22]=2[C:21]=1[NH2:34].C[Si]([N-][Si](C)(C)C)(C)C.[Na+]. Product: [Cl:19][C:20]1[CH:28]=[C:27]([C:29]#[C:30][CH2:31][O:32][CH3:33])[C:23]2[O:24][CH2:25][O:26][C:22]=2[C:21]=1[NH:34][C:2]1[C:11]2[C:6](=[CH:7][C:8]([O:14][CH2:15][CH2:16][CH2:17][Cl:18])=[C:9]([O:12][CH3:13])[CH:10]=2)[N:5]=[CH:4][N:3]=1. The catalyst class is: 3. (6) Reactant: [F:1][C:2]([F:24])([F:23])[C:3]1[CH:4]=[CH:5][C:6]([O:9][C:10]2[CH:11]=[C:12]3[C:17](=[CH:18][CH:19]=2)[N:16]=[C:15]([C:20](O)=[O:21])[CH:14]=[CH:13]3)=[N:7][CH:8]=1.[N:25]1([C:31]([O:33][C:34]([CH3:37])([CH3:36])[CH3:35])=[O:32])[CH2:30][CH2:29][NH:28][CH2:27][CH2:26]1.C(N(CC)CC)C.C(P1(=O)OP(=O)(CCC)OP(=O)(CCC)O1)CC. Product: [F:1][C:2]([F:23])([F:24])[C:3]1[CH:4]=[CH:5][C:6]([O:9][C:10]2[CH:11]=[C:12]3[C:17](=[CH:18][CH:19]=2)[N:16]=[C:15]([C:20]([N:28]2[CH2:27][CH2:26][N:25]([C:31]([O:33][C:34]([CH3:37])([CH3:36])[CH3:35])=[O:32])[CH2:30][CH2:29]2)=[O:21])[CH:14]=[CH:13]3)=[N:7][CH:8]=1. The catalyst class is: 355.